From a dataset of Reaction yield outcomes from USPTO patents with 853,638 reactions. Predict the reaction yield, written as a fraction of the theoretical maximum amount of product (1.0 means a 100% yield; for example, 0.34 means a 34% yield). (1) The catalyst is C([O-])(=O)C.[Pd+2].C([O-])(=O)C.C(OCC)(=O)C.O.O1CCOCC1. The product is [C:20]([O:24][C:25](=[O:26])[NH:27][CH2:32][C:2]1[CH:7]=[CH:6][C:5]([C:8]2[CH:13]=[CH:12][CH:11]=[CH:10][CH:9]=2)=[CH:4][CH:3]=1)([CH3:23])([CH3:22])[CH3:21]. The yield is 0.670. The reactants are Cl[C:2]1[CH:7]=[CH:6][C:5]([C:8]2[CH:13]=[CH:12][CH:11]=[CH:10][CH:9]=2)=[CH:4][CH:3]=1.C(=O)([O-])[O-].[Cs+].[Cs+].[C:20]([O:24][C:25]([N:27]1[CH2:32][B-](F)(F)[N:27]([C:25]([O:24][C:20]([CH3:23])([CH3:22])[CH3:21])=[O:26])[CH2:32][B-]1(F)F)=[O:26])([CH3:23])([CH3:22])[CH3:21].[Na+].[Na+].C1(P(C2CCCCC2)C2C=CC=CC=2C2C(OC)=CC=CC=2OC)CCCCC1. (2) The reactants are [F:1][C:2]1[CH:7]=[CH:6][C:5]([CH:8]2[C:16]3[C:11](=[CH:12][C:13]([CH2:17][OH:18])=[CH:14][CH:15]=3)[CH2:10][O:9]2)=[CH:4][CH:3]=1.C(=O)([O-])O.[Na+].Cl[O-].[Na+].O. The catalyst is C(OCC)(=O)C.[Br-].C([N+](CCCC)(CCCC)CCCC)CCC. The product is [F:1][C:2]1[CH:7]=[CH:6][C:5]([CH:8]2[C:16]3[C:11](=[CH:12][C:13]([CH:17]=[O:18])=[CH:14][CH:15]=3)[CH2:10][O:9]2)=[CH:4][CH:3]=1. The yield is 0.842.